This data is from Reaction yield outcomes from USPTO patents with 853,638 reactions. The task is: Predict the reaction yield, written as a fraction of the theoretical maximum amount of product (1.0 means a 100% yield; for example, 0.34 means a 34% yield). The product is [OH:22][C:14]1[CH:13]=[C:12]([NH:11][S:8]([C:4]2[CH:3]=[C:2]([C:28]3[CH:29]=[CH:30][C:25]([C:24]([F:35])([F:34])[F:23])=[CH:26][CH:27]=3)[CH:7]=[CH:6][CH:5]=2)(=[O:10])=[O:9])[CH:21]=[CH:20][C:15]=1[C:16]([O:18][CH3:19])=[O:17]. The reactants are Br[C:2]1[CH:3]=[C:4]([S:8]([NH:11][C:12]2[CH:21]=[CH:20][C:15]([C:16]([O:18][CH3:19])=[O:17])=[C:14]([OH:22])[CH:13]=2)(=[O:10])=[O:9])[CH:5]=[CH:6][CH:7]=1.[F:23][C:24]([F:35])([F:34])[C:25]1[CH:30]=[CH:29][C:28](B(O)O)=[CH:27][CH:26]=1. The yield is 0.770. No catalyst specified.